This data is from Full USPTO retrosynthesis dataset with 1.9M reactions from patents (1976-2016). The task is: Predict the reactants needed to synthesize the given product. (1) Given the product [NH2:32][CH2:33][CH2:34][C:35]1[CH:40]=[CH:39][C:38]([C:2]2[CH:11]=[C:10]([C:12]([NH:14][CH2:15][C@H:16]3[CH2:21][CH2:20][C@H:19]([CH2:22][NH:23][C:24](=[O:30])[O:25][C:26]([CH3:29])([CH3:28])[CH3:27])[CH2:18][CH2:17]3)=[O:13])[C:9]3[C:4](=[CH:5][CH:6]=[CH:7][CH:8]=3)[N:3]=2)=[CH:37][CH:36]=1, predict the reactants needed to synthesize it. The reactants are: Cl[C:2]1[CH:11]=[C:10]([C:12]([NH:14][CH2:15][C@H:16]2[CH2:21][CH2:20][C@H:19]([CH2:22][NH:23][C:24](=[O:30])[O:25][C:26]([CH3:29])([CH3:28])[CH3:27])[CH2:18][CH2:17]2)=[O:13])[C:9]2[C:4](=[CH:5][CH:6]=[CH:7][CH:8]=2)[N:3]=1.Cl.[NH2:32][CH2:33][CH2:34][C:35]1[CH:40]=[CH:39][C:38](B(O)O)=[CH:37][CH:36]=1.C([O-])([O-])=O.[K+].[K+].O. (2) Given the product [CH:1]([C:4]1[CH:5]=[C:6]([NH:10][C:11]2[N:15]=[C:14]([NH2:16])[NH:13][N:12]=2)[CH:7]=[CH:8][CH:9]=1)([CH3:3])[CH3:2], predict the reactants needed to synthesize it. The reactants are: [CH:1]([C:4]1[CH:5]=[C:6]([NH:10][C:11]2[N:15]=[C:14]([N:16](CC3C=CC(OC)=CC=3)CC3C=CC(OC)=CC=3)[N:13](CC3C=CC(OC)=CC=3)[N:12]=2)[CH:7]=[CH:8][CH:9]=1)([CH3:3])[CH3:2].C(O)(C(F)(F)F)=O. (3) Given the product [CH3:23][N:24]([CH3:26])[CH:25]=[CH:2][C:1]([C:4]1[CH:5]=[C:6]([N:10]([CH3:20])[S:11]([C:14]2[CH:19]=[CH:18][CH:17]=[CH:16][CH:15]=2)(=[O:13])=[O:12])[CH:7]=[CH:8][CH:9]=1)=[O:3], predict the reactants needed to synthesize it. The reactants are: [C:1]([C:4]1[CH:5]=[C:6]([N:10]([CH3:20])[S:11]([C:14]2[CH:19]=[CH:18][CH:17]=[CH:16][CH:15]=2)(=[O:13])=[O:12])[CH:7]=[CH:8][CH:9]=1)(=[O:3])[CH3:2].CO[CH:23](OC)[N:24]([CH3:26])[CH3:25]. (4) Given the product [F:41][C:38]([F:39])([F:40])[C:35]1[CH:34]=[CH:33][C:32]([N:31]2[C:27]([C:2]3[CH:3]=[CH:4][C:5]4[N:6]([C:8]([C:11]5[CH:18]=[CH:17][C:14]([C:15]#[N:16])=[CH:13][CH:12]=5)=[CH:9][N:10]=4)[CH:7]=3)=[CH:28][CH:29]=[N:30]2)=[CH:37][CH:36]=1, predict the reactants needed to synthesize it. The reactants are: Br[C:2]1[CH:3]=[CH:4][C:5]2[N:6]([C:8]([C:11]3[CH:18]=[CH:17][C:14]([C:15]#[N:16])=[CH:13][CH:12]=3)=[CH:9][N:10]=2)[CH:7]=1.CC1(C)C(C)(C)OB([C:27]2[N:31]([C:32]3[CH:37]=[CH:36][C:35]([C:38]([F:41])([F:40])[F:39])=[CH:34][CH:33]=3)[N:30]=[CH:29][CH:28]=2)O1. (5) Given the product [CH3:31][C:32]([CH3:62])([CH2:37][CH2:38][C:39]1[S:40][C:41]([C:44]2[CH:45]=[CH:46][C:47]([NH:50][C:51]([NH:53][CH2:54][CH2:55][N:56]3[CH2:61][CH2:60][CH2:59][CH2:58][CH2:57]3)=[O:52])=[CH:48][CH:49]=2)=[CH:42][N:43]=1)[C:33]([OH:35])=[O:34], predict the reactants needed to synthesize it. The reactants are: FC(F)(F)C1C=C(NC(=O)NC2C=CC(C3SC(CCC(O)=O)=NC=3)=CC=2)C=CC=1.[CH3:31][C:32]([CH3:62])([CH2:37][CH2:38][C:39]1[S:40][C:41]([C:44]2[CH:49]=[CH:48][C:47]([NH:50][C:51]([NH:53][CH2:54][CH2:55][N:56]3[CH2:61][CH2:60][CH2:59][CH2:58][CH2:57]3)=[O:52])=[CH:46][CH:45]=2)=[CH:42][N:43]=1)[C:33]([O:35]C)=[O:34]. (6) Given the product [O:4]=[C:5]1[CH2:6][CH2:7][CH:8]([NH:11][S:12]([C:15]2[CH:19]=[C:18]([Cl:20])[S:17][C:16]=2[Cl:21])(=[O:14])=[O:13])[CH2:9][CH2:10]1, predict the reactants needed to synthesize it. The reactants are: O1[C:5]2([CH2:10][CH2:9][CH:8]([NH:11][S:12]([C:15]3[CH:19]=[C:18]([Cl:20])[S:17][C:16]=3[Cl:21])(=[O:14])=[O:13])[CH2:7][CH2:6]2)[O:4]CC1.[OH-].[Na+].[Na+].[Cl-].C(Cl)Cl. (7) Given the product [CH2:17]([O:24][C:25]1[CH:26]=[C:27]([NH:31][C:2]2[CH:11]=[CH:10][N:9]=[C:8]3[C:3]=2[C:4]2[CH:16]=[CH:15][CH:14]=[CH:13][C:5]=2[C:6](=[O:12])[NH:7]3)[CH:28]=[CH:29][CH:30]=1)[C:18]1[CH:19]=[CH:20][CH:21]=[CH:22][CH:23]=1, predict the reactants needed to synthesize it. The reactants are: Cl[C:2]1[CH:11]=[CH:10][N:9]=[C:8]2[C:3]=1[C:4]1[CH:16]=[CH:15][CH:14]=[CH:13][C:5]=1[C:6](=[O:12])[NH:7]2.[CH2:17]([O:24][C:25]1[CH:26]=[C:27]([NH2:31])[CH:28]=[CH:29][CH:30]=1)[C:18]1[CH:23]=[CH:22][CH:21]=[CH:20][CH:19]=1. (8) Given the product [CH:30]1[C:31]2[CH:19]([CH2:18][O:17][C:15](=[O:16])[NH:4][CH2:1][C:2]#[CH:3])[C:20]3[C:25](=[CH:24][CH:23]=[CH:22][CH:21]=3)[C:26]=2[CH:27]=[CH:28][CH:29]=1, predict the reactants needed to synthesize it. The reactants are: [CH2:1]([NH2:4])[C:2]#[CH:3].C(N(C(C)C)CC)(C)C.Cl[C:15]([O:17][CH2:18][CH:19]1[C:31]2[CH:30]=[CH:29][CH:28]=[CH:27][C:26]=2[C:25]2[C:20]1=[CH:21][CH:22]=[CH:23][CH:24]=2)=[O:16]. (9) Given the product [F:1][C:2]1([S:12]([C:15]2[CH:20]=[CH:19][CH:18]=[C:17]([C:21]([F:22])([F:23])[F:24])[CH:16]=2)(=[O:14])=[O:13])[CH2:3][CH2:4][C:5](=[O:6])[CH2:10][CH2:11]1, predict the reactants needed to synthesize it. The reactants are: [F:1][C:2]1([S:12]([C:15]2[CH:20]=[CH:19][CH:18]=[C:17]([C:21]([F:24])([F:23])[F:22])[CH:16]=2)(=[O:14])=[O:13])[CH2:11][CH2:10][C:5]2(OCC[O:6]2)[CH2:4][CH2:3]1. (10) Given the product [NH4+:2].[C@H:17]1([C:27]([O-:29])=[O:28])[C:26]2[C:21](=[CH:22][CH:23]=[CH:24][CH:25]=2)[CH2:20][CH2:19][NH:18]1, predict the reactants needed to synthesize it. The reactants are: C1(C(O)=O)C2C(=CC=CC=2)CC[NH:2]1.O=O.[NH4+].[C@@H:17]1([C:27]([O-:29])=[O:28])[C:26]2[C:21](=[CH:22][CH:23]=[CH:24][CH:25]=2)[CH2:20][CH2:19][NH:18]1.